Dataset: Forward reaction prediction with 1.9M reactions from USPTO patents (1976-2016). Task: Predict the product of the given reaction. (1) Given the reactants [C:1]1(=[O:13])[N:5]([CH2:6][CH2:7][C:8]([NH:10]N)=[O:9])[C:4](=[O:12])[CH:3]=[CH:2]1.[C:14]1(=[O:34])[N:18](CCCCCCCCCCC(NN)=O)[C:17](=[O:33])[CH:16]=[CH:15]1.C1(=O)N(CCC(O)=O)C(=O)C=C1.C1(=O)N(CCCC(O)=O)C(=O)C=C1.C1(=O)N([CH2:65][CH2:66][CH2:67][CH2:68][CH2:69][C:70]([OH:72])=[O:71])C(=O)C=C1.C1(=O)N(CCCCCCCCCCC(O)=O)C(=O)C=C1, predict the reaction product. The product is: [CH2:15]1[C:14](=[O:34])[N:18]([O:72][C:70]([CH2:69][CH2:68][CH2:67][CH2:66][CH2:65][NH:10][C:8]([CH2:7][CH2:6][N:5]2[C:4](=[O:12])[CH:3]=[CH:2][C:1]2=[O:13])=[O:9])=[O:71])[C:17](=[O:33])[CH2:16]1. (2) Given the reactants [I:1][C:2]1[CH:3]=[C:4]([C:8]2[O:12][C:11]([CH:13]=O)=[CH:10][CH:9]=2)[CH:5]=[CH:6][CH:7]=1.[CH2:15]([O:17][C:18](=[O:27])[CH2:19][N:20]1[C:24](=[O:25])[CH2:23][NH:22][C:21]1=[S:26])[CH3:16].N1CCCCC1, predict the reaction product. The product is: [CH2:15]([O:17][C:18](=[O:27])[CH2:19][N:20]1[C:24](=[O:25])/[C:23](=[CH:13]/[C:11]2[O:12][C:8]([C:4]3[CH:5]=[CH:6][CH:7]=[C:2]([I:1])[CH:3]=3)=[CH:9][CH:10]=2)/[NH:22][C:21]1=[S:26])[CH3:16]. (3) Given the reactants [CH3:1][C:2]1[CH:7]=[CH:6][CH:5]=[C:4]([CH2:8][CH2:9][CH3:10])[C:3]=1[C:11]1[CH:16]=[CH:15][CH:14]=[C:13]([C:17](OC)=[O:18])[CH:12]=1.[H-].[Al+3].[Li+].[H-].[H-].[H-].O.O.O.O.O.O.O.O.O.O.[O-]S([O-])(=O)=O.[Na+].[Na+], predict the reaction product. The product is: [CH3:1][C:2]1[CH:7]=[CH:6][CH:5]=[C:4]([CH2:8][CH2:9][CH3:10])[C:3]=1[C:11]1[CH:16]=[CH:15][CH:14]=[C:13]([CH2:17][OH:18])[CH:12]=1. (4) Given the reactants OC[C@@H:3]1[O:7][C:6](=[O:8])[N:5]([C:9]2[CH:14]=[CH:13][C:12]([N:15]3[CH2:20][CH2:19][O:18][CH2:17][CH2:16]3)=[CH:11][CH:10]=2)[CH2:4]1.C(OC(N[C:29]1[CH:33]=[CH:32][O:31][N:30]=1)=O)(C)(C)C.C(P(CCCC)CCCC)CCC.[N:47]([C:57](N1CCCCC1)=O)=NC(N1CCCCC1)=O, predict the reaction product. The product is: [O:31]1[CH:32]=[CH:33][C:29]([CH:57]([NH2:47])[C@H:3]2[O:7][C:6](=[O:8])[N:5]([C:9]3[CH:14]=[CH:13][C:12]([N:15]4[CH2:16][CH2:17][O:18][CH2:19][CH2:20]4)=[CH:11][CH:10]=3)[CH2:4]2)=[N:30]1. (5) The product is: [C:9]([O:13][C:14](=[O:40])[NH:15][C@@H:16]([CH:38]=[CH2:39])[CH2:17][N:18]1[C:22]2[N:23]=[CH:24][N:25]=[C:26]([NH2:27])[C:21]=2[C:20]([C:28]2[CH:29]=[N:30][C:31]3[C:36]([CH:37]=2)=[CH:35][CH:34]=[CH:33][CH:32]=3)=[C:19]1[Br:1])([CH3:12])([CH3:11])[CH3:10]. Given the reactants [Br:1]N1C(=O)CCC1=O.[C:9]([O:13][C:14](=[O:40])[NH:15][C@@H:16]([CH:38]=[CH2:39])[CH2:17][N:18]1[C:22]2[N:23]=[CH:24][N:25]=[C:26]([NH2:27])[C:21]=2[C:20]([C:28]2[CH:29]=[N:30][C:31]3[C:36]([CH:37]=2)=[CH:35][CH:34]=[CH:33][CH:32]=3)=[CH:19]1)([CH3:12])([CH3:11])[CH3:10].S([O-])([O-])(=O)=S.[Na+].[Na+].C(OCC)(=O)C, predict the reaction product. (6) The product is: [CH:1]([O:4][C:5](=[O:26])[C@H:6]([CH2:18][C:19]1[CH:20]=[CH:21][C:22]([NH:25][C:44](=[O:45])[C:43]2[CH:47]=[C:39]([I:38])[CH:40]=[CH:41][C:42]=2[NH2:48])=[CH:23][CH:24]=1)[NH:7][C:8](=[O:17])[C:9]1[C:10]([Cl:16])=[CH:11][CH:12]=[CH:13][C:14]=1[Cl:15])([CH3:3])[CH3:2]. Given the reactants [CH:1]([O:4][C:5](=[O:26])[C@H:6]([CH2:18][C:19]1[CH:24]=[CH:23][C:22]([NH2:25])=[CH:21][CH:20]=1)[NH:7][C:8](=[O:17])[C:9]1[C:14]([Cl:15])=[CH:13][CH:12]=[CH:11][C:10]=1[Cl:16])([CH3:3])[CH3:2].O.ON1C2C=CC=CC=2N=N1.[I:38][C:39]1[CH:47]=[C:43]([C:44](O)=[O:45])[C:42]([NH2:48])=[CH:41][CH:40]=1.Cl.C(N=C=NCCCN(C)C)C, predict the reaction product. (7) Given the reactants [F:1][C:2]1[CH:32]=[CH:31][C:5]([C:6]([CH:8]2[CH2:14][CH2:13][CH2:12][C:11]3[CH:15]=[C:16]([N:19]4[CH2:23][C@H:22]([CH2:24][NH:25][C:26](=[O:28])[CH3:27])[O:21][C:20]4=[O:29])[CH:17]=[CH:18][C:10]=3[C:9]2=O)=O)=[CH:4][CH:3]=1.O.[NH2:34][NH2:35], predict the reaction product. The product is: [F:1][C:2]1[CH:3]=[CH:4][C:5]([C:6]2[C:8]3[CH2:14][CH2:13][CH2:12][C:11]4[CH:15]=[C:16]([N:19]5[CH2:23][C@H:22]([CH2:24][NH:25][C:26](=[O:28])[CH3:27])[O:21][C:20]5=[O:29])[CH:17]=[CH:18][C:10]=4[C:9]=3[NH:35][N:34]=2)=[CH:31][CH:32]=1.